Dataset: HIV replication inhibition screening data with 41,000+ compounds from the AIDS Antiviral Screen. Task: Binary Classification. Given a drug SMILES string, predict its activity (active/inactive) in a high-throughput screening assay against a specified biological target. (1) The compound is CC1=NN(C(=O)Cc2ccccc2)C(=O)C1=Cc1ccc([N+](=O)[O-])cc1. The result is 0 (inactive). (2) The compound is CC(=O)OCC1OC(n2c(-c3ccccc3)cc(-c3ccccc3)c(C#N)c2=O)C(OC(C)=O)C(OC(C)=O)C1OC(C)=O. The result is 0 (inactive).